From a dataset of Catalyst prediction with 721,799 reactions and 888 catalyst types from USPTO. Predict which catalyst facilitates the given reaction. (1) Reactant: [C:1]1(=[O:8])[CH2:6][CH2:5][CH2:4][CH2:3][C:2]1=O.BrBr.[CH3:11][C:12]1[C:20]([C:21](=[S:23])[NH2:22])=[C:15]2[CH:16]=[CH:17][CH:18]=[CH:19][N:14]2[N:13]=1. Product: [CH3:11][C:12]1[C:20]([C:21]2[S:23][C:3]3[CH2:4][CH2:5][CH2:6][C:1](=[O:8])[C:2]=3[N:22]=2)=[C:15]2[CH:16]=[CH:17][CH:18]=[CH:19][N:14]2[N:13]=1. The catalyst class is: 15. (2) Reactant: COC1C=CC(P2(SP(C3C=CC(OC)=CC=3)(=S)S2)=[S:10])=CC=1.[CH3:23][O:24][C:25]1[CH:26]=[C:27]([NH:33][C:34](=O)[C:35]2[C:40]([F:41])=[CH:39][CH:38]=[CH:37][C:36]=2[F:42])[CH:28]=[C:29]([O:31][CH3:32])[CH:30]=1. Product: [CH3:23][O:24][C:25]1[CH:26]=[C:27]([NH:33][C:34]([C:35]2[C:40]([F:41])=[CH:39][CH:38]=[CH:37][C:36]=2[F:42])=[S:10])[CH:28]=[C:29]([O:31][CH3:32])[CH:30]=1. The catalyst class is: 11. (3) Reactant: C[O:2][C:3](=[O:24])[CH2:4][N:5]([C:17]([O:19][C:20]([CH3:23])([CH3:22])[CH3:21])=[O:18])[CH2:6][C:7]1[CH:12]=[CH:11][C:10]([F:13])=[CH:9][C:8]=1[N+:14]([O-:16])=[O:15].[OH-].[Li+].Cl. Product: [C:20]([O:19][C:17]([N:5]([CH2:4][C:3]([OH:24])=[O:2])[CH2:6][C:7]1[CH:12]=[CH:11][C:10]([F:13])=[CH:9][C:8]=1[N+:14]([O-:16])=[O:15])=[O:18])([CH3:23])([CH3:21])[CH3:22]. The catalyst class is: 20. (4) Reactant: [Cl:1][C:2]1[CH:3]=[C:4]([N:12]([CH2:30][CH3:31])[C@H:13]2[CH2:18][CH2:17][C@H:16]([N:19]([CH2:21][C:22]3[CH:27]=[CH:26][CH:25]=[C:24]([O:28][CH3:29])[CH:23]=3)[CH3:20])[CH2:15][CH2:14]2)[C:5]([CH3:11])=[C:6]([CH:10]=1)[C:7]([OH:9])=O.C([N:34]([CH2:37][CH3:38])[CH2:35][CH3:36])C.[CH2:39]1[CH2:43][N:42]([P+](ON2N=NC3C=CC=CC2=3)([N:42]2[CH2:43][CH2:39][CH2:40][CH2:41]2)[N:42]2[CH2:43][CH2:39][CH2:40][CH2:41]2)[CH2:41][CH2:40]1.F[P-](F)(F)(F)(F)F.CS(C)=[O:74]. Product: [Cl:1][C:2]1[CH:3]=[C:4]([N:12]([CH2:30][CH3:31])[C@H:13]2[CH2:14][CH2:15][C@H:16]([N:19]([CH2:21][C:22]3[CH:27]=[CH:26][CH:25]=[C:24]([O:28][CH3:29])[CH:23]=3)[CH3:20])[CH2:17][CH2:18]2)[C:5]([CH3:11])=[C:6]([CH:10]=1)[C:7]([NH:42][CH2:41][C:40]1[C:39](=[O:74])[CH:43]=[C:35]([CH3:36])[NH:34][C:37]=1[CH3:38])=[O:9]. The catalyst class is: 6. (5) Reactant: [Br:1][C:2]1[CH:3]=[C:4]([N+:9]([O-:11])=[O:10])[C:5]([OH:8])=[N:6][CH:7]=1.[C:12]1([CH3:22])[CH:17]=[CH:16][C:15]([S:18](Cl)(=[O:20])=[O:19])=[CH:14][CH:13]=1.C(N(CC)CC)C. Product: [CH3:22][C:12]1[CH:17]=[CH:16][C:15]([S:18]([O:8][C:5]2[C:4]([N+:9]([O-:11])=[O:10])=[CH:3][C:2]([Br:1])=[CH:7][N:6]=2)(=[O:20])=[O:19])=[CH:14][CH:13]=1. The catalyst class is: 64. (6) Reactant: [CH2:1]([O:8][C:9]1[CH:14]=[CH:13][N:12]([CH2:15][C:16]2[CH:21]=[CH:20][CH:19]=[C:18]([F:22])[CH:17]=2)[C:11](=[O:23])[C:10]=1I)[C:2]1[CH:7]=[CH:6][CH:5]=[CH:4][CH:3]=1.[CH2:25](OC1C=CN(CC2C=CC=C(F)C=2)C(=O)C=1)[C:26]1C=CC=CC=1.IN1C(=O)CCC1=O. Product: [CH2:1]([O:8][C:9]1[CH:14]=[CH:13][N:12]([CH2:15][C:16]2[CH:21]=[CH:20][CH:19]=[C:18]([F:22])[CH:17]=2)[C:11](=[O:23])[C:10]=1[C:25]#[CH:26])[C:2]1[CH:7]=[CH:6][CH:5]=[CH:4][CH:3]=1. The catalyst class is: 10.